Dataset: Catalyst prediction with 721,799 reactions and 888 catalyst types from USPTO. Task: Predict which catalyst facilitates the given reaction. (1) Reactant: Cl[C:2]1[C:7]([C:8]([C:10]2[S:11][CH:12]=[CH:13][CH:14]=2)=[O:9])=[CH:6][CH:5]=[CH:4][N:3]=1.[OH-].[NH4+:16].N. Product: [NH2:16][C:2]1[C:7]([C:8]([C:10]2[S:11][CH:12]=[CH:13][CH:14]=2)=[O:9])=[CH:6][CH:5]=[CH:4][N:3]=1. The catalyst class is: 5. (2) Reactant: C([BH3-])#N.[Na+].[F:5][C:6]1[CH:11]=[CH:10][C:9]([O:12][CH3:13])=[CH:8][C:7]=1[C:14]1[CH:19]=[CH:18][C:17]([C:20]([O:22][CH3:23])=[O:21])=[CH:16][C:15]=1[CH:24]=O.[CH3:26][C@@H:27]1[CH2:31][CH2:30][C@@H:29]([CH3:32])[NH:28]1. Product: [CH3:26][C@@H:27]1[CH2:31][CH2:30][C@@H:29]([CH3:32])[N:28]1[CH2:24][C:15]1[CH:16]=[C:17]([C:20]([O:22][CH3:23])=[O:21])[CH:18]=[CH:19][C:14]=1[C:7]1[CH:8]=[C:9]([O:12][CH3:13])[CH:10]=[CH:11][C:6]=1[F:5]. The catalyst class is: 191.